This data is from Reaction yield outcomes from USPTO patents with 853,638 reactions. The task is: Predict the reaction yield, written as a fraction of the theoretical maximum amount of product (1.0 means a 100% yield; for example, 0.34 means a 34% yield). (1) The yield is 0.760. The catalyst is C1COCC1.C1C=CC(P(C2C=CC=CC=2)[C-]2C=CC=C2)=CC=1.C1C=CC(P(C2C=CC=CC=2)[C-]2C=CC=C2)=CC=1.Cl[Pd]Cl.[Fe+2]. The reactants are Br[C:2]1[CH:3]=[C:4]([C:7]([O:9][CH3:10])=[O:8])[O:5][CH:6]=1.C([O-])([O-])=O.[Na+].[Na+].[CH2:17]([N:19]1[C:23](B2OC(C)(C)C(C)(C)O2)=[C:22]([CH3:33])[CH:21]=[N:20]1)[CH3:18]. The product is [CH2:17]([N:19]1[C:23]([C:2]2[CH:3]=[C:4]([C:7]([O:9][CH3:10])=[O:8])[O:5][CH:6]=2)=[C:22]([CH3:33])[CH:21]=[N:20]1)[CH3:18]. (2) The reactants are [H-].[Na+].[CH3:3][C:4]1[CH:9]=[CH:8][C:7]([C:10](=[O:12])[CH3:11])=[CH:6][CH:5]=1.O.C([O:16][C:17](=O)[CH2:18][CH3:19])C. No catalyst specified. The product is [CH3:3][C:4]1[CH:9]=[CH:8][C:7]([C:10](=[O:12])[CH2:11][C:17](=[O:16])[CH2:18][CH3:19])=[CH:6][CH:5]=1. The yield is 0.520. (3) The product is [CH3:36][C:2]1([CH3:1])[C:26]2[C:6]([CH:7]=[C:8]3[C:25]=2[CH:24]=[C:23]2[C:10]([C:11]4[CH:12]=[CH:13][CH:14]=[CH:15][C:16]=4[C:17]4[CH:18]=[C:19]([C:53]5[CH:52]=[CH:51][C:50]([C:48]6[N:49]=[C:44]([C:41]7[CH:42]=[CH:43][CH:38]=[CH:39][CH:40]=7)[N:45]=[C:46]([C:56]7[CH:61]=[CH:60][CH:59]=[CH:58][CH:57]=7)[N:47]=6)=[CH:55][CH:54]=5)[CH:20]=[CH:21][C:22]=42)=[CH:9]3)=[CH:5][CH:4]=[CH:3]1. The reactants are [CH3:1][C:2]1([CH3:36])[C:26]2[C:6]([CH:7]=[C:8]3[C:25]=2[CH:24]=[C:23]2[C:10]([C:11]4[CH:12]=[CH:13][CH:14]=[CH:15][C:16]=4[C:17]4[CH:18]=[C:19](B5OC(C)(C)C(C)(C)O5)[CH:20]=[CH:21][C:22]=42)=[CH:9]3)=[CH:5][CH:4]=[CH:3]1.Br[C:38]1[CH:43]=[CH:42][C:41]([C:44]2[N:49]=[C:48]([C:50]3[CH:55]=[CH:54][CH:53]=[CH:52][CH:51]=3)[N:47]=[C:46]([C:56]3[CH:61]=[CH:60][CH:59]=[CH:58][CH:57]=3)[N:45]=2)=[CH:40][CH:39]=1.C([O-])([O-])=O.[Na+].[Na+].CCO. The catalyst is C1C=CC([P]([Pd]([P](C2C=CC=CC=2)(C2C=CC=CC=2)C2C=CC=CC=2)([P](C2C=CC=CC=2)(C2C=CC=CC=2)C2C=CC=CC=2)[P](C2C=CC=CC=2)(C2C=CC=CC=2)C2C=CC=CC=2)(C2C=CC=CC=2)C2C=CC=CC=2)=CC=1.C1(C)C=CC=CC=1. The yield is 0.550. (4) The reactants are [F:1][C:2]1[CH:7]=[CH:6][C:5]([CH:8]2[CH2:12][CH2:11][CH2:10][C:9]2=[O:13])=[CH:4][CH:3]=1.[C:14](Cl)([N:16]=[C:17]=[O:18])=[O:15]. The catalyst is C(OCC)(=O)C. The product is [F:1][C:2]1[CH:3]=[CH:4][C:5]([CH:8]2[C:9]3[O:13][C:17](=[O:18])[NH:16][C:14](=[O:15])[C:10]=3[CH2:11][CH2:12]2)=[CH:6][CH:7]=1. The yield is 0.525. (5) The reactants are [CH:1]1([NH:7][C:8]2[C:9]3[CH:19]=[CH:18][NH:17][C:10]=3[N:11]=[CH:12][C:13]=2[N+:14]([O-])=O)[CH2:6][CH2:5][CH2:4][CH2:3][CH2:2]1.O.O.[Sn](Cl)Cl. The catalyst is CCO. The product is [CH:1]1([NH:7][C:8]2[C:13]([NH2:14])=[CH:12][N:11]=[C:10]3[NH:17][CH:18]=[CH:19][C:9]=23)[CH2:2][CH2:3][CH2:4][CH2:5][CH2:6]1. The yield is 0.870. (6) The reactants are [CH3:1][O:2][C:3]1[CH:14]=[CH:13][C:6]([CH2:7][O:8][CH2:9][C:10]([OH:12])=O)=[CH:5][CH:4]=1.C(N(CC)C(C)C)(C)C.CN(C(ON1N=NC2C=CC=NC1=2)=[N+](C)C)C.F[P-](F)(F)(F)(F)F.Cl.[F:49][C:50]([F:54])([F:53])[CH2:51][NH2:52]. The catalyst is ClCCl.O. The product is [CH3:1][O:2][C:3]1[CH:4]=[CH:5][C:6]([CH2:7][O:8][CH2:9][C:10]([NH:52][CH2:51][C:50]([F:54])([F:53])[F:49])=[O:12])=[CH:13][CH:14]=1. The yield is 0.780. (7) The reactants are [N:1]1[C:8]([Cl:9])=[N:7][C:5]([Cl:6])=[N:4][C:2]=1Cl.C(=O)([O-])[O-].[K+].[K+].[Cl:16][C:17]1[CH:23]=[CH:22][C:20]([NH2:21])=[CH:19][CH:18]=1.C(OCC)(=O)C. The catalyst is C1(C)C=CC=CC=1.C1OCCOCCOCCOCCOCCOC1. The product is [Cl:16][C:17]1[CH:23]=[CH:22][C:20]([NH:21][C:2]2[N:1]=[C:8]([Cl:9])[N:7]=[C:5]([Cl:6])[N:4]=2)=[CH:19][CH:18]=1. The yield is 0.530.